Dataset: Forward reaction prediction with 1.9M reactions from USPTO patents (1976-2016). Task: Predict the product of the given reaction. (1) Given the reactants Cl.C[O:3][C:4](=[O:39])[C:5]1[CH:10]=[CH:9][C:8]([CH2:11][O:12][C:13]2[CH:18]=[CH:17][C:16]([CH2:19][C@H:20]([NH2:38])[C:21]3[N:22]([CH2:34][CH2:35][CH2:36][CH3:37])[CH:23]=[C:24]([C:26]4[CH:31]=[CH:30][C:29]([Cl:32])=[CH:28][C:27]=4[Cl:33])[N:25]=3)=[CH:15][CH:14]=2)=[CH:7][CH:6]=1.[C:40]1([S:50](Cl)(=[O:52])=[O:51])[C:49]2[C:44](=[CH:45][CH:46]=[CH:47][CH:48]=2)[CH:43]=[CH:42][CH:41]=1, predict the reaction product. The product is: [CH2:34]([N:22]1[CH:23]=[C:24]([C:26]2[CH:31]=[CH:30][C:29]([Cl:32])=[CH:28][C:27]=2[Cl:33])[N:25]=[C:21]1[C@@H:20]([NH:38][S:50]([C:40]1[C:49]2[C:44](=[CH:45][CH:46]=[CH:47][CH:48]=2)[CH:43]=[CH:42][CH:41]=1)(=[O:52])=[O:51])[CH2:19][C:16]1[CH:17]=[CH:18][C:13]([O:12][CH2:11][C:8]2[CH:7]=[CH:6][C:5]([C:4]([OH:39])=[O:3])=[CH:10][CH:9]=2)=[CH:14][CH:15]=1)[CH2:35][CH2:36][CH3:37]. (2) Given the reactants O=[C:2]1[CH2:11][C:10]2[CH:9]=[C:8]([N:12]3[C:20](=[O:21])[C:19]4[C:14](=[CH:15][CH:16]=[CH:17][CH:18]=4)[C:13]3=[O:22])[CH:7]=[CH:6][C:5]=2[CH2:4][CH2:3]1.[C:23]([N:30]1[CH2:35][CH2:34][NH:33][CH2:32][CH2:31]1)([O:25][C:26]([CH3:29])([CH3:28])[CH3:27])=[O:24].C([BH3-])#N.[Na+], predict the reaction product. The product is: [C:26]([O:25][C:23]([N:30]1[CH2:35][CH2:34][N:33]([CH:2]2[CH2:3][CH2:4][C:5]3[C:10](=[CH:9][C:8]([N:12]4[C:20](=[O:21])[C:19]5[C:14](=[CH:15][CH:16]=[CH:17][CH:18]=5)[C:13]4=[O:22])=[CH:7][CH:6]=3)[CH2:11]2)[CH2:32][CH2:31]1)=[O:24])([CH3:29])([CH3:27])[CH3:28]. (3) Given the reactants Br[C:2]1[CH:3]=[C:4]([C:29]([NH2:31])=[O:30])[C:5]2[N:6]([CH2:25][CH:26]3[CH2:28][CH2:27]3)[C:7]3[C:12]([C:13]=2[CH:14]=1)=[CH:11][CH:10]=[C:9]([C:15]([N:17]1[CH2:22][C@H:21]([CH3:23])[O:20][C@H:19]([CH3:24])[CH2:18]1)=[O:16])[CH:8]=3.[CH3:32][C:33]1([CH3:49])[C:37]([CH3:39])([CH3:38])[O:36][B:35]([B:35]2[O:36][C:37]([CH3:39])([CH3:38])[C:33]([CH3:49])([CH3:32])[O:34]2)[O:34]1.C([O-])(=O)C.[K+], predict the reaction product. The product is: [CH:26]1([CH2:25][N:6]2[C:5]3[C:4]([C:29]([NH2:31])=[O:30])=[CH:3][C:2]([B:35]4[O:36][C:37]([CH3:39])([CH3:38])[C:33]([CH3:49])([CH3:32])[O:34]4)=[CH:14][C:13]=3[C:12]3[C:7]2=[CH:8][C:9]([C:15]([N:17]2[CH2:18][C@H:19]([CH3:24])[O:20][C@H:21]([CH3:23])[CH2:22]2)=[O:16])=[CH:10][CH:11]=3)[CH2:28][CH2:27]1.